Dataset: Peptide-MHC class II binding affinity with 134,281 pairs from IEDB. Task: Regression. Given a peptide amino acid sequence and an MHC pseudo amino acid sequence, predict their binding affinity value. This is MHC class II binding data. (1) The binding affinity (normalized) is 0.0393. The MHC is HLA-DPA10201-DPB11401 with pseudo-sequence HLA-DPA10201-DPB11401. The peptide sequence is LRKAFDAFDREKSGS. (2) The peptide sequence is LAQEAGNFERISGDL. The MHC is DRB1_0701 with pseudo-sequence DRB1_0701. The binding affinity (normalized) is 0.177.